Predict the reactants needed to synthesize the given product. From a dataset of Full USPTO retrosynthesis dataset with 1.9M reactions from patents (1976-2016). Given the product [CH3:16][O:17][C:18]1[N:23]2[N:24]=[C:25]([C:27]([F:33])([F:32])[C:28]([F:29])([F:30])[F:31])[CH:26]=[C:22]2[C:21]([C:34](=[O:37])[CH:35]([CH3:36])[CH2:39][C:40]([O:42][C:43]([CH3:46])([CH3:45])[CH3:44])=[O:41])=[CH:20][CH:19]=1, predict the reactants needed to synthesize it. The reactants are: C[Si]([N-][Si](C)(C)C)(C)C.[Li+].O1CCCC1.[CH3:16][O:17][C:18]1[N:23]2[N:24]=[C:25]([C:27]([F:33])([F:32])[C:28]([F:31])([F:30])[F:29])[CH:26]=[C:22]2[C:21]([C:34](=[O:37])[CH2:35][CH3:36])=[CH:20][CH:19]=1.Br[CH2:39][C:40]([O:42][C:43]([CH3:46])([CH3:45])[CH3:44])=[O:41].